From a dataset of NCI-60 drug combinations with 297,098 pairs across 59 cell lines. Regression. Given two drug SMILES strings and cell line genomic features, predict the synergy score measuring deviation from expected non-interaction effect. (1) Drug 1: CC1=CC2C(CCC3(C2CCC3(C(=O)C)OC(=O)C)C)C4(C1=CC(=O)CC4)C. Drug 2: C(CN)CNCCSP(=O)(O)O. Cell line: SF-295. Synergy scores: CSS=-2.54, Synergy_ZIP=-1.67, Synergy_Bliss=-6.41, Synergy_Loewe=-4.76, Synergy_HSA=-5.81. (2) Synergy scores: CSS=33.1, Synergy_ZIP=2.18, Synergy_Bliss=3.45, Synergy_Loewe=-5.08, Synergy_HSA=0.645. Drug 1: C1CCN(CC1)CCOC2=CC=C(C=C2)C(=O)C3=C(SC4=C3C=CC(=C4)O)C5=CC=C(C=C5)O. Drug 2: COCCOC1=C(C=C2C(=C1)C(=NC=N2)NC3=CC=CC(=C3)C#C)OCCOC.Cl. Cell line: NCI-H322M. (3) Drug 1: CC1CCC2CC(C(=CC=CC=CC(CC(C(=O)C(C(C(=CC(C(=O)CC(OC(=O)C3CCCCN3C(=O)C(=O)C1(O2)O)C(C)CC4CCC(C(C4)OC)OCCO)C)C)O)OC)C)C)C)OC. Drug 2: CC1=C(C(=O)C2=C(C1=O)N3CC4C(C3(C2COC(=O)N)OC)N4)N. Cell line: MALME-3M. Synergy scores: CSS=22.4, Synergy_ZIP=-4.82, Synergy_Bliss=2.40, Synergy_Loewe=3.07, Synergy_HSA=3.75.